From a dataset of Forward reaction prediction with 1.9M reactions from USPTO patents (1976-2016). Predict the product of the given reaction. Given the reactants Br[C:2]1[CH:3]=[CH:4][C:5](OCCCCCCC)=[C:6]([CH:38]=1)[C:7]([NH:9][C@@H:10]([CH2:14][C:15]1[CH:20]=[CH:19][C:18]([C:21]2[CH:26]=[CH:25][CH:24]=[CH:23][C:22]=2OC2C=CC(C(F)(F)F)=CC=2)=[CH:17][CH:16]=1)[C:11]([OH:13])=[O:12])=[O:8].[Cl:47][C:48]1[CH:49]=[C:50](B(O)O)[CH:51]=[CH:52][C:53]=1[F:54], predict the reaction product. The product is: [C:18]1([C:21]2[CH:22]=[CH:23][CH:24]=[CH:25][CH:26]=2)[CH:17]=[CH:16][C:15]([CH2:14][C@H:10]([NH:9][C:7]([C:6]2[CH:38]=[CH:2][C:3]([C:50]3[CH:51]=[CH:52][C:53]([F:54])=[C:48]([Cl:47])[CH:49]=3)=[CH:4][CH:5]=2)=[O:8])[C:11]([OH:13])=[O:12])=[CH:20][CH:19]=1.